Dataset: Forward reaction prediction with 1.9M reactions from USPTO patents (1976-2016). Task: Predict the product of the given reaction. (1) Given the reactants [CH2:1]([O:8][C:9]1[CH:14]=[CH:13][C:12]([CH2:15][CH2:16][NH2:17])=[CH:11][CH:10]=1)[C:2]1[CH:7]=[CH:6][CH:5]=[CH:4][CH:3]=1.C(=O)([O-])[O-].[K+].[K+].BrCC1C=CC=CC=1.OC1C=CC(CCN[C:42](=[O:48])[O:43][C:44]([CH3:47])([CH3:46])[CH3:45])=CC=1, predict the reaction product. The product is: [C:44]([O:43][C:42](=[O:48])[NH:17][CH2:16][CH2:15][C:12]1[CH:11]=[CH:10][C:9]([O:8][CH2:1][C:2]2[CH:3]=[CH:4][CH:5]=[CH:6][CH:7]=2)=[CH:14][CH:13]=1)([CH3:47])([CH3:46])[CH3:45]. (2) Given the reactants [Cl:1][C:2]1[N:12]=[CH:11][C:5]2[N:6]=[CH:7][NH:8][C:9](=[O:10])[C:4]=2[CH:3]=1.C([O-])([O-])=O.[Cs+].[Cs+].[F:19][C:20]1[CH:21]=[C:22]([CH:25]=[CH:26][CH:27]=1)[CH2:23]Cl.O, predict the reaction product. The product is: [Cl:1][C:2]1[N:12]=[CH:11][C:5]2[N:6]=[CH:7][N:8]([CH2:23][C:22]3[CH:25]=[CH:26][CH:27]=[C:20]([F:19])[CH:21]=3)[C:9](=[O:10])[C:4]=2[CH:3]=1. (3) Given the reactants [C:1]([O:5][C:6]([N:8]1[CH:16]2[CH:11]([CH:12]([OH:17])[CH2:13][CH2:14][CH2:15]2)[CH2:10][CH2:9]1)=[O:7])([CH3:4])([CH3:3])[CH3:2].[C:18]([O:21]C=C)(=[O:20])[CH3:19], predict the reaction product. The product is: [C:1]([O:5][C:6]([N:8]1[C@@H:16]2[C@@H:11]([C@H:12]([O:17][C:18](=[O:20])[CH3:19])[CH2:13][CH2:14][CH2:15]2)[CH2:10][CH2:9]1)=[O:7])([CH3:4])([CH3:2])[CH3:3].[C:18]([OH:21])(=[O:20])[CH3:19]. (4) The product is: [CH2:56]([N:53]1[C:54]2[CH:55]=[C:47]3[N:46]=[C:45]([C:39]4[C:38]5[C:42](=[CH:43][CH:44]=[C:36]([NH:35][C:8](=[O:10])[CH2:7][C:2]6[CH:3]=[CH:4][CH:5]=[CH:6][C:1]=6[CH3:11])[CH:37]=5)[NH:41][N:40]=4)[NH:61][C:48]3=[CH:49][C:50]=2[C:51]([CH3:60])([CH3:59])[C:52]1=[O:58])[CH3:57]. Given the reactants [C:1]1([CH3:11])[CH:6]=[CH:5][CH:4]=[CH:3][C:2]=1[CH2:7][C:8]([OH:10])=O.Cl.CN(C)CCCN=C=NCC.O.OC1C2N=NNC=2C=CC=1.[NH2:35][C:36]1[CH:37]=[C:38]2[C:42](=[CH:43][CH:44]=1)[NH:41][N:40]=[C:39]2[C:45]1[NH:46][C:47]2[C:48]([N:61]=1)=[CH:49][C:50]1[C:51]([CH3:60])([CH3:59])[C:52](=[O:58])[N:53]([CH2:56][CH3:57])[C:54]=1[CH:55]=2, predict the reaction product.